This data is from Reaction yield outcomes from USPTO patents with 853,638 reactions. The task is: Predict the reaction yield, written as a fraction of the theoretical maximum amount of product (1.0 means a 100% yield; for example, 0.34 means a 34% yield). (1) The reactants are [CH3:1][C:2]1[C:10]2[C:5](=[CH:6][CH:7]=[CH:8][CH:9]=2)[NH:4][N:3]=1.N1C=CC=CC=1.[CH3:17][C:18](OC(C)=O)=[O:19]. The catalyst is C1COCC1.CN(C1C=CN=CC=1)C. The product is [CH3:1][C:2]1[C:10]2[C:5](=[CH:6][CH:7]=[CH:8][CH:9]=2)[N:4]([C:18](=[O:19])[CH3:17])[N:3]=1. The yield is 0.910. (2) The product is [C:1]([O:5][C:6]([N:8]1[CH2:9][CH2:10][CH:11]([O:14][C:15]2[C:16]([F:25])=[CH:17][C:18]([NH2:22])=[CH:19][C:20]=2[F:21])[CH2:12][CH2:13]1)=[O:7])([CH3:4])([CH3:2])[CH3:3]. The reactants are [C:1]([O:5][C:6]([N:8]1[CH2:13][CH2:12][CH:11]([O:14][C:15]2[C:20]([F:21])=[CH:19][C:18]([N+:22]([O-])=O)=[CH:17][C:16]=2[F:25])[CH2:10][CH2:9]1)=[O:7])([CH3:4])([CH3:3])[CH3:2]. The catalyst is C(O)C.[Pd]. The yield is 0.870. (3) The reactants are C(O)(=O)C.Cl.[O:6]1[CH2:10][CH2:9][CH:8]([NH:11][NH2:12])[CH2:7]1.[CH:13](=O)[C:14]([CH3:16])=[O:15].[Na+].[Cl-]. The catalyst is O. The product is [O:6]1[CH2:10][CH2:9][CH:8]([NH:11][N:12]=[CH:13][C:14](=[O:15])[CH3:16])[CH2:7]1. The yield is 0.530. (4) The reactants are C([C:4]1[C:12]([S:13][C:14]2[N:15]([CH3:19])[CH:16]=[CH:17][N:18]=2)=[CH:11][C:7]([C:8]([OH:10])=O)=[C:6](C(C)C)[C:5]=1[O:23][C:24]1[CH:29]=[CH:28][C:27]([P:30]([O:36][CH:37]([CH3:39])[CH3:38])([O:32][CH:33]([CH3:35])[CH3:34])=[O:31])=[CH:26][CH:25]=1)(C)C.[NH2:40][C:41]1[S:42][CH:43]=[CH:44][N:45]=1.CN(C(ON1N=NC2C=CC=NC1=2)=[N+](C)C)C.F[P-](F)(F)(F)(F)F.CC(N(C)C)=O. The catalyst is C(Cl)Cl.CN(C=O)C. The product is [CH:33]([O:32][P:30]([C:27]1[CH:28]=[CH:29][C:24]([O:23][C:5]2[CH:6]=[C:7]([C:8](=[O:10])[NH:40][C:41]3[S:42][CH:43]=[CH:44][N:45]=3)[CH:11]=[C:12]([S:13][C:14]3[N:15]([CH3:19])[CH:16]=[CH:17][N:18]=3)[CH:4]=2)=[CH:25][CH:26]=1)(=[O:31])[O:36][CH:37]([CH3:39])[CH3:38])([CH3:35])[CH3:34]. The yield is 0.630. (5) The reactants are [Br:1][C:2]1[C:3]([NH:9][CH:10]2[CH2:14][CH2:13][CH2:12][CH2:11]2)=[N:4][C:5](Cl)=[N:6][CH:7]=1.[NH4+:15].[OH-].C(O)(C)C. No catalyst specified. The product is [Br:1][C:2]1[C:3]([NH:9][CH:10]2[CH2:14][CH2:13][CH2:12][CH2:11]2)=[N:4][C:5]([NH2:15])=[N:6][CH:7]=1. The yield is 0.660. (6) The reactants are [C:1]([O:5][C:6](=[O:29])[CH2:7][C@@H:8]([CH2:17]OS(C1C=CC(C)=CC=1)(=O)=O)[CH2:9][C@H:10]([CH3:16])[CH2:11][CH2:12][CH2:13][CH2:14][CH3:15])([CH3:4])([CH3:3])[CH3:2].[N-:30]=[N+:31]=[N-:32].[Na+].CS(C)=O. The catalyst is CCOC(C)=O. The product is [C:1]([O:5][C:6](=[O:29])[CH2:7][C@@H:8]([CH2:17][N:30]=[N+:31]=[N-:32])[CH2:9][C@H:10]([CH3:16])[CH2:11][CH2:12][CH2:13][CH2:14][CH3:15])([CH3:4])([CH3:3])[CH3:2]. The yield is 0.890.